This data is from Forward reaction prediction with 1.9M reactions from USPTO patents (1976-2016). The task is: Predict the product of the given reaction. (1) Given the reactants [Cl:1][C:2]1[CH:7]=[CH:6][C:5]([CH:8]=O)=[CH:4][C:3]=1[C:10]1[C:14]([C:15]2[N:19]=[CH:18][N:17]([CH2:20][O:21][CH2:22][CH2:23][Si:24]([CH3:27])([CH3:26])[CH3:25])[N:16]=2)=[CH:13][N:12]([C:28]2[C:33]([CH3:34])=[CH:32][N:31]=[C:30]([NH:35][C:36](=[O:38])[CH3:37])[CH:29]=2)[N:11]=1.[NH:39]1[CH2:43][CH2:42][CH2:41][CH2:40]1.C(O[BH-](OC(=O)C)OC(=O)C)(=O)C.[Na+], predict the reaction product. The product is: [Cl:1][C:2]1[CH:7]=[CH:6][C:5]([CH2:8][N:39]2[CH2:43][CH2:42][CH2:41][CH2:40]2)=[CH:4][C:3]=1[C:10]1[C:14]([C:15]2[N:19]=[CH:18][N:17]([CH2:20][O:21][CH2:22][CH2:23][Si:24]([CH3:26])([CH3:27])[CH3:25])[N:16]=2)=[CH:13][N:12]([C:28]2[C:33]([CH3:34])=[CH:32][N:31]=[C:30]([NH:35][C:36](=[O:38])[CH3:37])[CH:29]=2)[N:11]=1. (2) Given the reactants [O:1]=[C:2]1[CH2:7][NH:6][CH2:5][CH2:4][N:3]1[C:8]1[CH:17]=[C:16]2[C:11]([CH:12]=[CH:13][C:14]([C:18]#[N:19])=[CH:15]2)=[CH:10][CH:9]=1.[CH3:20][C:21]1[C:29]2[CH2:28][O:27][C:26](=[O:30])[C:25]=2[CH:24]=[CH:23][C:22]=1[C@@H:31]1[CH2:33][O:32]1, predict the reaction product. The product is: [OH:32][C@H:31]([C:22]1[CH:23]=[CH:24][C:25]2[C:26](=[O:30])[O:27][CH2:28][C:29]=2[C:21]=1[CH3:20])[CH2:33][N:6]1[CH2:5][CH2:4][N:3]([C:8]2[CH:17]=[C:16]3[C:11]([CH:12]=[CH:13][C:14]([C:18]#[N:19])=[CH:15]3)=[CH:10][CH:9]=2)[C:2](=[O:1])[CH2:7]1. (3) Given the reactants Br[C:2]1[CH:3]=[N:4][CH:5]=[C:6]([CH:9]=1)[C:7]#[N:8].[C:10]([C:12]1[CH:17]=[CH:16][CH:15]=[C:14]([N+:18]([O-:20])=[O:19])[CH:13]=1)#[CH:11], predict the reaction product. The product is: [N+:18]([C:14]1[CH:13]=[C:12]([C:10]#[C:11][C:2]2[CH:3]=[N:4][CH:5]=[C:6]([CH:9]=2)[C:7]#[N:8])[CH:17]=[CH:16][CH:15]=1)([O-:20])=[O:19]. (4) The product is: [Br:1][C:2]1[C:3]2[O:10][CH:12]=[C:13]([CH3:14])[C:4]=2[C:5]([F:9])=[C:6]([F:8])[CH:7]=1. Given the reactants [Br:1][C:2]1[CH:7]=[C:6]([F:8])[C:5]([F:9])=[CH:4][C:3]=1[OH:10].Br[CH2:12][C:13](=O)[CH3:14], predict the reaction product.